Dataset: Full USPTO retrosynthesis dataset with 1.9M reactions from patents (1976-2016). Task: Predict the reactants needed to synthesize the given product. Given the product [CH:1]([N:4]1[C:8]2=[N:9][C:10]([C:19]3[CH:24]=[CH:23][CH:22]=[C:21]([O:25][CH2:41][C@H:42]4[CH2:44][O:43]4)[CH:20]=3)=[CH:11][C:12]([N:13]3[CH2:14][CH2:15][O:16][CH2:17][CH2:18]3)=[C:7]2[CH:6]=[N:5]1)([CH3:3])[CH3:2], predict the reactants needed to synthesize it. The reactants are: [CH:1]([N:4]1[C:8]2=[N:9][C:10]([C:19]3[CH:20]=[C:21]([OH:25])[CH:22]=[CH:23][CH:24]=3)=[CH:11][C:12]([N:13]3[CH2:18][CH2:17][O:16][CH2:15][CH2:14]3)=[C:7]2[CH:6]=[N:5]1)([CH3:3])[CH3:2].[H-].[Na+].[N+](C1C=C(S(O[CH2:41][C@H:42]2[CH2:44][O:43]2)(=O)=O)C=CC=1)([O-])=O.